The task is: Predict the reaction yield, written as a fraction of the theoretical maximum amount of product (1.0 means a 100% yield; for example, 0.34 means a 34% yield).. This data is from Reaction yield outcomes from USPTO patents with 853,638 reactions. The reactants are [Br:1][C:2]1[CH:3]=[N:4][CH:5]=[C:6]([CH:10]=1)[C:7]([OH:9])=O.C(Cl)(=O)C(Cl)=O.[CH:17]1([CH2:20][NH2:21])[CH2:19][CH2:18]1.C([O-])(O)=O.[Na+]. The catalyst is C(Cl)Cl.CN(C=O)C. The product is [Br:1][C:2]1[CH:3]=[N:4][CH:5]=[C:6]([CH:10]=1)[C:7]([NH:21][CH2:20][CH:17]1[CH2:19][CH2:18]1)=[O:9]. The yield is 0.710.